From a dataset of Experimentally validated miRNA-target interactions with 360,000+ pairs, plus equal number of negative samples. Binary Classification. Given a miRNA mature sequence and a target amino acid sequence, predict their likelihood of interaction. (1) The protein sequence of the target gene is MASAPPASPPGSEPPGPDPEPGGPDGPGAAQLAPGPAELRLGAPVGGPDPQSPGLDEPAPGAAADGGARWSAGPAPGLEGGPRDPGPSAPPPRSGPRGQLASPDAPGPGPRSEAPLPELDPLFSWTEEPEECGPASCPESAPFRLQGSSSSHRARGEVDVFSPFPAPTAGELALEQGPGSPPQPSDLSQTHPLPSEPVGSQEDGPRLRAVFDALDGDGDGFVRIEDFIQFATVYGAEQVKDLTKYLDPSGLGVISFEDFYQGITAIRNGDPDGQCYGGVASAQDEEPLACPDEFDDFVTY.... The miRNA is hsa-miR-363-5p with sequence CGGGUGGAUCACGAUGCAAUUU. Result: 0 (no interaction). (2) The miRNA is hsa-miR-33a-5p with sequence GUGCAUUGUAGUUGCAUUGCA. The protein sequence of the target gene is MSKISQQNSTPGVNGISVIHTQAHASGLQQVPQLVPAGPGGGGKAVAPSKQSKKSSPMDRNSDEYRQRRERNNMAVKKSRLKSKQKAQDTLQRVNQLKEENERLEAKIKLLTKELSVLKDLFLEHAHNLADNVQSISTENTTADGDNAGQ. Result: 1 (interaction). (3) The miRNA is hsa-miR-548as-3p with sequence UAAAACCCACAAUUAUGUUUGU. The protein sequence of the target gene is MRLGPRTAALGLLLLCAAAAGAGKAEELHYPLGERRSDYDREALLGVQEDVDEYVKLGHEEQQKRLQAIIKKIDLDSDGFLTESELSSWIQMSFKHYAMQEAKQQFVEYDKNSDDTVTWDEYNIQMYDRVIDFDENTALDDAEEESFRKLHLKDKKRFEKANQDSGPGLSLEEFIAFEHPEEVDYMTEFVIQEALEEHDKNGDGFVSLEEFLGDYRWDPTANEDPEWILVEKDRFVNDYDKDNDGRLDPQELLPWVVPNNQGIAQEEALHLIDEMDLNGDKKLSEEEILENPDLFLTSEA.... Result: 0 (no interaction). (4) The miRNA is hsa-miR-30c-1-3p with sequence CUGGGAGAGGGUUGUUUACUCC. The protein sequence of the target gene is MDQRQRRILGQPLSIPTSQPKQKRTSMISFFSKVSWKLRFQKREPLKNVFFILAERARDPSAKKRHMAMRNLGTMAYEAPDKVRKYKKIVLDLLVYGLYDPVNLEVIHESMKTLTVVLGKIQGKGLGSFFIDITLQTRTLLDDENDSLRYSAFVLFGQLAAFAGRKWKKFFTSQVKQTRDSLLIHLQDRNPQVAKACKTTFQACSPYLKLKEEYSFQSEEDQRNTKLYQQLSHYHPEILQFFYANKIL. Result: 1 (interaction). (5) The miRNA is hsa-miR-363-3p with sequence AAUUGCACGGUAUCCAUCUGUA. The protein sequence of the target gene is MEIAPQEAPPVPGADGDIEEAPAEAGSPSPASPPADGRLKAAAKRVTFPSDEDIVSGAVEPKDPWRHAQNVTVDEVIGAYKQACQKLNCRQIPKLLRQLQEFTDLGHRLDCLDLKGEKLDYKTCEALEEVFKRLQFKVVDLEQTNLDEDGASALFDMIEYYESATHLNISFNKHIGTRGWQAAAHMMRKTSCLQYLDARNTPLLDHSAPFVARALRIRSSLAVLHLENASLSGRPLMLLATALKMNMNLRELYLADNKLNGLQDSAQLGNLLKFNCSLQILDLRNNHVLDSGLAYICEGL.... Result: 1 (interaction). (6) The miRNA is mmu-miR-710 with sequence CCAAGUCUUGGGGAGAGUUGAG. The protein sequence of the target gene is MPGRSCVALVLLAAAVSCAVAQHAPPWTEDCRKSTYPPSGPTYRGAVPWYTINLDLPPYKRWHELMLDKAPVLKVIVNSLKNMINTFVPSGKIMQVVDEKLPGLLGNFPGPFEEEMKGIAAVTDIPLGEIISFNIFYELFTICTSIVAEDKKGHLIHGRNMDFGVFLGWNINNDTWVITEQLKPLTVNLDFQRNNKTVFKASSFAGYVGMLTGFKPGLFSLTLNERFSINGGYLGILEWILGKKDVMWIGFLTRTVLENSTSYEEAKNLLTKTKILAPAYFILGGNQSGEGCVITRDRKE.... Result: 0 (no interaction). (7) The miRNA is hsa-miR-8067 with sequence CCUAGAAACUGUAAACUUAGUC. The protein sequence of the target gene is MPKAKGKTRRQKFGYNVNRKRLNRNARRKAAPRIECSHIRHAWDHTKSVRQNLAEMGLAMDPNKAVPLRKKKVKAMEVDTEERPRDLVRKPYVVNDLEAEASLPEKKGNTLSRDLIDYVRYMVENHGEDYKAMARDEKNYYQDTPKQIRNKINVYKRFYPTEWQAFIDSLQSKKMEVD. Result: 0 (no interaction). (8) The miRNA is hsa-miR-4666b with sequence UUGCAUGUCAGAUUGUAAUUCCC. The protein sequence of the target gene is MARHGPPWSRLDAQQERDVRELVRGVAGLQDEADPNFQLALNFAWSNFRFHRFLDVNSHKIEKTIEGIYEKFVIHSDLSKAASWKRLTEEFLNAPLPSIKEIKTDAHYSILSLLLCLSDSPSNSSYVETPRNKEVEKKDDFDWGKYLMEDEEMDIGPYMDTPNWSEESEEENDQQPLSREDSGIQVDRTPLEEQDQNRKLDPCISWKDEPDDRSWLEHHVVHQYWTARPSQFPHSLHLHSNLAAVWDQHLYSSDPLYVPDDRVLVTETQVIRETLWLLSGVKKLFIFQLIDGKVTVRNNI.... Result: 0 (no interaction). (9) The miRNA is cel-miR-74-3p with sequence UGGCAAGAAAUGGCAGUCUACA. The protein sequence of the target gene is MPPKTKGRGRKAEARKKKKNSSPGVEAEAKHRLVLLEKELLQDRLALQREEARRAKASEDRLKQRLQGLEAELERTQSEGKAIYAEMSRQRQALKEELGTRSKQLEEEVRSLKEQLETCQREAKTAKEEAERALRKQDGTLAQLHAHVADMEAKYEEILHDNLDCLLAKLRVVKPHWDANVLRLHTRLKEQLRQFGLNPLDL. Result: 0 (no interaction). (10) The miRNA is cel-miR-63-3p with sequence UAUGACACUGAAGCGAGUUGGAAA. The protein sequence of the target gene is MAESPAFLSAKDEGSFAYLTIKDRTPQILTKVIDTLHRHKSEFFEKHGEEGIEAEKKAISLLSKLRNELQTDKPITPLVDKCVDTHIWNQYLEYQRSLLNEGDGEPRWFFSPWLFVECYMYRRIHEAIMQSPPIHDFDVFKESKEENFFESQGSIDALCSHLLQLKPVKGLREEQIQDEFFKLLQISLWGNKCDLSLSGGESSSQKANIINCLQDLKPFILINDTESLWALLSKLKKTVETPVVRVDIVLDNSGFELITDLVLADFLFSSELATEIHFHGKSIPWFVSDVTEHDFNWIVE.... Result: 0 (no interaction).